From a dataset of Full USPTO retrosynthesis dataset with 1.9M reactions from patents (1976-2016). Predict the reactants needed to synthesize the given product. (1) Given the product [O:28]1[C:32]2[CH:33]=[CH:34][C:35]([N:4]3[C:5](=[O:27])[C:6]([CH2:12][C:13]4[CH:18]=[CH:17][C:16]([C:19]5[C:20]([C:25]#[N:26])=[CH:21][CH:22]=[CH:23][CH:24]=5)=[CH:15][CH:14]=4)=[C:7]([CH2:9][CH2:10][CH3:11])[N:8]=[C:3]3[CH2:1][CH3:2])=[CH:36][C:31]=2[CH2:30][CH2:29]1, predict the reactants needed to synthesize it. The reactants are: [CH2:1]([C:3]1[NH:4][C:5](=[O:27])[C:6]([CH2:12][C:13]2[CH:18]=[CH:17][C:16]([C:19]3[C:20]([C:25]#[N:26])=[CH:21][CH:22]=[CH:23][CH:24]=3)=[CH:15][CH:14]=2)=[C:7]([CH2:9][CH2:10][CH3:11])[N:8]=1)[CH3:2].[O:28]1[C:32]2[CH:33]=[CH:34][C:35](B(O)O)=[CH:36][C:31]=2[CH2:30][CH2:29]1.N1C=CC=CC=1.C(N(CC)CC)C. (2) The reactants are: C[O:2][C:3](=[O:21])[C:4]1[CH:9]=[C:8]([CH:10]2[O:15][CH2:14][CH2:13][CH2:12][O:11]2)[N:7]=[C:6]([NH:16][C@H:17]([CH2:19][CH3:20])[CH3:18])[CH:5]=1.[OH-].[Li+].Cl. Given the product [C@@H:17]([NH:16][C:6]1[CH:5]=[C:4]([CH:9]=[C:8]([CH:10]2[O:15][CH2:14][CH2:13][CH2:12][O:11]2)[N:7]=1)[C:3]([OH:21])=[O:2])([CH2:19][CH3:20])[CH3:18], predict the reactants needed to synthesize it. (3) Given the product [C:1]([C:3]1[CH:4]=[CH:5][C:6]([CH2:7][NH:8][C:9](=[O:20])[CH:10]([C:13]2[CH:18]=[CH:17][C:16]([O:19][CH:24]([CH3:26])[CH3:25])=[CH:15][CH:14]=2)[O:11][CH3:12])=[CH:21][CH:22]=1)#[N:2], predict the reactants needed to synthesize it. The reactants are: [C:1]([C:3]1[CH:22]=[CH:21][C:6]([CH2:7][NH:8][C:9](=[O:20])[CH:10]([C:13]2[CH:18]=[CH:17][C:16]([OH:19])=[CH:15][CH:14]=2)[O:11][CH3:12])=[CH:5][CH:4]=1)#[N:2].I[CH:24]([CH3:26])[CH3:25].C(=O)([O-])[O-].[Cs+].[Cs+]. (4) Given the product [OH:7][C:8]1[CH:13]=[CH:12][CH:11]=[CH:10][C:9]=1[CH:14]=[CH:15][S:16]([NH:19][C:20]1[CH:25]=[CH:24][CH:23]=[CH:22][C:21]=1[S:26]([NH2:29])(=[O:28])=[O:27])(=[O:17])=[O:18], predict the reactants needed to synthesize it. The reactants are: B(Br)(Br)Br.C([O:7][C:8]1[CH:13]=[CH:12][CH:11]=[CH:10][C:9]=1[CH:14]=[CH:15][S:16]([NH:19][C:20]1[CH:25]=[CH:24][CH:23]=[CH:22][C:21]=1[S:26]([NH2:29])(=[O:28])=[O:27])(=[O:18])=[O:17])C.CO. (5) Given the product [CH2:1]([S:3][C:4]1[N:8]2[C:9]([C:35]3[C:36]4[C:31](=[CH:30][CH:29]=[CH:28][CH:27]=4)[CH:32]=[CH:33][CH:34]=3)=[CH:10][CH:11]=[CH:12][C:7]2=[CH:6][N:5]=1)[CH3:2], predict the reactants needed to synthesize it. The reactants are: [CH2:1]([S:3][C:4]1[N:8]2[C:9]([Sn](CCCC)(CCCC)CCCC)=[CH:10][CH:11]=[CH:12][C:7]2=[CH:6][N:5]=1)[CH3:2].Br[C:27]1[C:36]2[C:31](=[CH:32][CH:33]=[CH:34][CH:35]=2)[CH:30]=[CH:29][CH:28]=1.C(P(C(C)(C)C)C(C)(C)C)(C)(C)C.[F-].[Cs+]. (6) Given the product [C:18]([C:15]1[CH:16]=[C:17]2[C:12](=[CH:13][CH:14]=1)[NH:11][CH:10]=[C:9]2[CH2:8][CH2:7][CH2:6][N:31]1[CH2:32][CH2:33][N:28]([C:23]2[C:22]([O:21][CH3:20])=[CH:27][N:26]=[CH:25][N:24]=2)[CH2:29][CH2:30]1)#[N:19], predict the reactants needed to synthesize it. The reactants are: CS(O[CH2:6][CH2:7][CH2:8][C:9]1[C:17]2[C:12](=[CH:13][CH:14]=[C:15]([C:18]#[N:19])[CH:16]=2)[NH:11][CH:10]=1)(=O)=O.[CH3:20][O:21][C:22]1[C:23]([N:28]2[CH2:33][CH2:32][NH:31][CH2:30][CH2:29]2)=[N:24][CH:25]=[N:26][CH:27]=1.C(N(CC)C(C)C)(C)C. (7) Given the product [CH3:15][O:14][C:12]1[C:11]([O:16][CH2:17][C:18]2[N:19]([CH3:34])[N:20]=[C:21]([C:23]3[CH:24]=[CH:25][C:26]([O:29][C:30]([F:33])([F:32])[F:31])=[CH:27][CH:28]=3)[CH:22]=2)=[CH:10][C:9]([CH3:35])=[C:8]([CH:13]=1)[O:7][C:4]([CH3:6])([CH3:5])[C:3]([OH:36])=[O:2], predict the reactants needed to synthesize it. The reactants are: C[O:2][C:3](=[O:36])[C:4]([O:7][C:8]1[CH:13]=[C:12]([O:14][CH3:15])[C:11]([O:16][CH2:17][C:18]2[N:19]([CH3:34])[N:20]=[C:21]([C:23]3[CH:28]=[CH:27][C:26]([O:29][C:30]([F:33])([F:32])[F:31])=[CH:25][CH:24]=3)[CH:22]=2)=[CH:10][C:9]=1[CH3:35])([CH3:6])[CH3:5].[Li+].[OH-]. (8) Given the product [Br:38][C:39]1[N:40]=[CH:41][C:42]([C:14]2[C:15]([F:18])=[C:16]([F:17])[C:9]([N:4]3[CH2:5][CH:6]([CH3:8])[O:7][CH:2]([CH3:1])[CH2:3]3)=[C:10]([CH:13]=2)[CH:11]=[O:12])=[N:43][CH:44]=1, predict the reactants needed to synthesize it. The reactants are: [CH3:1][CH:2]1[O:7][CH:6]([CH3:8])[CH2:5][N:4]([C:9]2[C:16]([F:17])=[C:15]([F:18])[C:14](B3OC(C)(C)C(C)(C)O3)=[CH:13][C:10]=2[CH:11]=[O:12])[CH2:3]1.C(=O)([O-])[O-].[Na+].[Na+].C(#N)C.O.[Br:38][C:39]1[CH:44]=[N:43][C:42](I)=[CH:41][N:40]=1.